Dataset: Forward reaction prediction with 1.9M reactions from USPTO patents (1976-2016). Task: Predict the product of the given reaction. (1) Given the reactants [CH3:1][O:2][C:3](=[O:22])[CH:4]([CH3:21])[CH:5]([C:7]1[CH:12]=[CH:11][C:10]([O:13]CC2C=CC=CC=2)=[CH:9][CH:8]=1)[OH:6].[H][H], predict the reaction product. The product is: [CH3:1][O:2][C:3](=[O:22])[CH:4]([CH3:21])[CH:5]([OH:6])[C:7]1[CH:12]=[CH:11][C:10]([OH:13])=[CH:9][CH:8]=1. (2) Given the reactants [CH3:1][C:2]([NH:8][C:9](=[O:29])[CH2:10][C:11]1[CH:16]=[CH:15][C:14]([O:17][CH2:18][C:19]2[CH:28]=[CH:27][C:26]3[C:21](=[CH:22][CH:23]=[CH:24][CH:25]=3)[N:20]=2)=[CH:13][CH:12]=1)([CH3:7])[C:3]([O:5]C)=O.[H-].[Na+], predict the reaction product. The product is: [OH:5][C:3]1[C:2]([CH3:7])([CH3:1])[NH:8][C:9](=[O:29])[C:10]=1[C:11]1[CH:16]=[CH:15][C:14]([O:17][CH2:18][C:19]2[CH:28]=[CH:27][C:26]3[C:21](=[CH:22][CH:23]=[CH:24][CH:25]=3)[N:20]=2)=[CH:13][CH:12]=1. (3) The product is: [C:25]([O:28][C:29]([NH:16][NH:15][C:2]([CH3:1])([CH2:3][C:4]1[CH:5]=[CH:6][C:7]([OH:11])=[C:8]([OH:10])[CH:9]=1)[C:12]([OH:14])=[O:13])=[O:30])([CH3:27])([CH3:26])[CH3:24]. Given the reactants [CH3:1][C@@:2]([NH:15][NH2:16])([C:12]([OH:14])=[O:13])[CH2:3][C:4]1[CH:5]=[CH:6][C:7]([OH:11])=[C:8]([OH:10])[CH:9]=1.C(N(CC)CC)C.[CH3:24][C:25]([O:28][C:29](O[C:29]([O:28][C:25]([CH3:27])([CH3:26])[CH3:24])=[O:30])=[O:30])([CH3:27])[CH3:26], predict the reaction product. (4) The product is: [OH:3]/[N:2]=[C:12](/[C:7]1[CH:8]=[CH:9][C:10](=[O:11])[N:5]([CH3:4])[CH:6]=1)\[CH2:13][C@H:14]([C:22]1[CH:23]=[CH:24][C:25]([CH2:28][C:29]([OH:31])=[O:30])=[CH:26][CH:27]=1)[C:15]1[CH:20]=[CH:19][CH:18]=[CH:17][C:16]=1[CH3:21]. Given the reactants Cl.[NH2:2][OH:3].[CH3:4][N:5]1[C:10](=[O:11])[CH:9]=[CH:8][C:7]([C:12](=O)[CH2:13][C@H:14]([C:22]2[CH:27]=[CH:26][C:25]([CH2:28][C:29]([OH:31])=[O:30])=[CH:24][CH:23]=2)[C:15]2[CH:20]=[CH:19][CH:18]=[CH:17][C:16]=2[CH3:21])=[CH:6]1.C(=O)([O-])O.[Na+], predict the reaction product. (5) Given the reactants [C:12]([O:11][C:9](O[C:9]([O:11][C:12]([CH3:15])([CH3:14])[CH3:13])=[O:10])=[O:10])([CH3:15])([CH3:14])[CH3:13].[C:16]1([CH3:29])[CH:21]=[CH:20][CH:19]=[CH:18][C:17]=1[C:22]1[CH:27]=[CH:26][N:25]=[CH:24][C:23]=1[NH2:28].CCN(C(C)C)C(C)C, predict the reaction product. The product is: [C:9]([NH:28][C:23]1[CH:24]=[N:25][CH:26]=[CH:27][C:22]=1[C:17]1[CH:18]=[CH:19][CH:20]=[CH:21][C:16]=1[CH3:29])([O:11][C:12]([CH3:13])([CH3:14])[CH3:15])=[O:10].